Dataset: Peptide-MHC class II binding affinity with 134,281 pairs from IEDB. Task: Regression. Given a peptide amino acid sequence and an MHC pseudo amino acid sequence, predict their binding affinity value. This is MHC class II binding data. (1) The peptide sequence is AAFNNAIKAGTGGAY. The MHC is DRB1_0701 with pseudo-sequence DRB1_0701. The binding affinity (normalized) is 0.257. (2) The peptide sequence is EKKYFAATQWEPLAA. The MHC is HLA-DPA10201-DPB10501 with pseudo-sequence HLA-DPA10201-DPB10501. The binding affinity (normalized) is 0.749. (3) The peptide sequence is SNMLILNPTQSDSGI. The MHC is HLA-DPA10201-DPB10501 with pseudo-sequence HLA-DPA10201-DPB10501. The binding affinity (normalized) is 0.309. (4) The peptide sequence is VVDLSKMRAVWVDGK. The MHC is HLA-DPA10201-DPB10501 with pseudo-sequence HLA-DPA10201-DPB10501. The binding affinity (normalized) is 0.227.